From a dataset of Full USPTO retrosynthesis dataset with 1.9M reactions from patents (1976-2016). Predict the reactants needed to synthesize the given product. (1) Given the product [CH3:27][C:15]1[CH:14]=[CH:13][C:12]([CH:10]([OH:9])[CH3:11])=[CH:17][C:16]=1[NH:18][CH3:19], predict the reactants needed to synthesize it. The reactants are: Cl.[Si]([O:9][CH:10]([C:12]1[CH:13]=[CH:14][C:15]([CH3:27])=[C:16]([N:18](C)[C:19](=O)OC(C)(C)C)[CH:17]=1)[CH3:11])(C(C)(C)C)(C)C. (2) Given the product [Cl:1][C:2]1[CH:7]=[C:6]([CH2:8][OH:9])[CH:5]=[N:4][C:3]=1[N:10]1[CH2:15][CH2:14][N:13]([C:16]2[NH:17][C:18]3[C:24]([NH:25][CH2:26][C:27]4[CH:28]=[C:29]([F:35])[C:30]([F:34])=[C:31]([F:33])[CH:32]=4)=[CH:23][C:22]([C:37]([F:39])([F:38])[F:40])=[CH:21][C:19]=3[N:20]=2)[C@H:12]([CH3:41])[CH2:11]1, predict the reactants needed to synthesize it. The reactants are: [Cl:1][C:2]1[C:3]([N:10]2[CH2:15][CH2:14][N:13]([C:16]3[NH:17][C:18]4[C:24]([NH:25][C:26](=O)[C:27]5[CH:32]=[C:31]([F:33])[C:30]([F:34])=[C:29]([F:35])[CH:28]=5)=[CH:23][C:22]([C:37]([F:40])([F:39])[F:38])=[CH:21][C:19]=4[N:20]=3)[C@H:12]([CH3:41])[CH2:11]2)=[N:4][CH:5]=[C:6]([CH2:8][OH:9])[CH:7]=1.B.C1COCC1.